This data is from Peptide-MHC class II binding affinity with 134,281 pairs from IEDB. The task is: Regression. Given a peptide amino acid sequence and an MHC pseudo amino acid sequence, predict their binding affinity value. This is MHC class II binding data. (1) The peptide sequence is KNLYDHALMSIISTF. The MHC is DRB4_0101 with pseudo-sequence DRB4_0103. The binding affinity (normalized) is 0.592. (2) The peptide sequence is EKKYFAATQFEFLAA. The MHC is HLA-DQA10501-DQB10301 with pseudo-sequence HLA-DQA10501-DQB10301. The binding affinity (normalized) is 0.249. (3) The peptide sequence is GAGKTRRFLPQILAEHHHHHH. The MHC is DRB1_0404 with pseudo-sequence DRB1_0404. The binding affinity (normalized) is 0.587.